The task is: Predict the reaction yield, written as a fraction of the theoretical maximum amount of product (1.0 means a 100% yield; for example, 0.34 means a 34% yield).. This data is from Reaction yield outcomes from USPTO patents with 853,638 reactions. (1) The reactants are Br[CH:2]1[C:11]2[C:6](=[CH:7][CH:8]=[C:9]([O:12][CH:13]([CH3:15])[CH3:14])[CH:10]=2)[C:5]([CH3:17])([CH3:16])[O:4][CH2:3]1.C(=O)([O-])[O-].[Cs+].[Cs+].[NH2:24][CH2:25][C@@H:26]([OH:45])[C@@H:27]([NH:37][C:38](=[O:44])[O:39][C:40]([CH3:43])([CH3:42])[CH3:41])[CH2:28][C:29]1[CH:34]=[C:33]([F:35])[CH:32]=[C:31]([F:36])[CH:30]=1. The catalyst is CN(C)C=O.C(OCC)(=O)C. The product is [F:35][C:33]1[CH:34]=[C:29]([CH:30]=[C:31]([F:36])[CH:32]=1)[CH2:28][C@H:27]([NH:37][C:38](=[O:44])[O:39][C:40]([CH3:43])([CH3:42])[CH3:41])[C@H:26]([OH:45])[CH2:25][NH:24][CH:2]1[C:11]2[C:6](=[CH:7][CH:8]=[C:9]([O:12][CH:13]([CH3:15])[CH3:14])[CH:10]=2)[C:5]([CH3:17])([CH3:16])[O:4][CH2:3]1. The yield is 0.470. (2) The reactants are C([N:8]1[CH2:13][CH2:12][O:11][CH:10]([C:14]([N:16]([CH3:18])[CH3:17])=[O:15])[CH2:9]1)C1C=CC=CC=1.C([O-])=O.[NH4+]. The catalyst is CCO.[Pd]. The product is [CH3:17][N:16]([CH3:18])[C:14]([CH:10]1[O:11][CH2:12][CH2:13][NH:8][CH2:9]1)=[O:15]. The yield is 0.989. (3) The reactants are [Br:1][C:2]1[C:10]2[C:5](=[C:6]([O:17][C:18]3[CH:23]=[CH:22][C:21]([S:24]([CH3:27])(=[O:26])=[O:25])=[CH:20][CH:19]=3)[CH:7]=[C:8]([S:11]([CH:14]([CH3:16])[CH3:15])(=[O:13])=[O:12])[CH:9]=2)[NH:4][N:3]=1.C(N(CC)CC)C.[C:35](O[C:35]([O:37][C:38]([CH3:41])([CH3:40])[CH3:39])=[O:36])([O:37][C:38]([CH3:41])([CH3:40])[CH3:39])=[O:36]. The product is [Br:1][C:2]1[C:10]2[C:5](=[C:6]([O:17][C:18]3[CH:23]=[CH:22][C:21]([S:24]([CH3:27])(=[O:26])=[O:25])=[CH:20][CH:19]=3)[CH:7]=[C:8]([S:11]([CH:14]([CH3:16])[CH3:15])(=[O:13])=[O:12])[CH:9]=2)[N:4]([C:35]([O:37][C:38]([CH3:41])([CH3:40])[CH3:39])=[O:36])[N:3]=1. The catalyst is CN(C=O)C.C(OCC)(=O)C. The yield is 0.680.